From a dataset of Full USPTO retrosynthesis dataset with 1.9M reactions from patents (1976-2016). Predict the reactants needed to synthesize the given product. (1) Given the product [CH2:1]([O:3][C:4](=[O:27])[CH2:5][O:6][C:7]1[CH:16]=[CH:15][C:14]2[C:9](=[CH:10][CH:11]=[C:12]([C:17]3[S:21][C:20]4[CH:22]=[CH:23][CH:24]=[CH:25][C:19]=4[C:18]=3[C:28](=[O:33])[CH2:29][CH2:30][CH2:31][CH3:32])[CH:13]=2)[C:8]=1[Cl:26])[CH3:2], predict the reactants needed to synthesize it. The reactants are: [CH2:1]([O:3][C:4](=[O:27])[CH2:5][O:6][C:7]1[CH:16]=[CH:15][C:14]2[C:9](=[CH:10][CH:11]=[C:12]([C:17]3[S:21][C:20]4[CH:22]=[CH:23][CH:24]=[CH:25][C:19]=4[CH:18]=3)[CH:13]=2)[C:8]=1[Cl:26])[CH3:2].[C:28](Cl)(=[O:33])[CH2:29][CH2:30][CH2:31][CH3:32].[Sn](Cl)(Cl)(Cl)Cl. (2) Given the product [C:27]([O:26][C:24](=[O:25])[N:11]([CH2:10][C:8]1[CH:7]=[CH:6][C:5]2[O:1][CH2:2][O:3][C:4]=2[CH:9]=1)[CH2:12][CH2:13][CH2:14][N:33]([C:53]1[S:52][N:51]=[C:50]([N:58]2[CH:62]=[CH:61][N:60]=[CH:59]2)[N:54]=1)[CH3:31])([CH3:28])([CH3:29])[CH3:30], predict the reactants needed to synthesize it. The reactants are: [O:1]1[C:5]2[CH:6]=[CH:7][C:8]([CH2:10][NH:11][CH2:12][CH2:13][CH2:14]Br)=[CH:9][C:4]=2[O:3][CH2:2]1.[CH3:28][C:27]([O:26][C:24](O[C:24]([O:26][C:27]([CH3:30])([CH3:29])[CH3:28])=[O:25])=[O:25])([CH3:30])[CH3:29].[CH2:31]([N:33](CC)CC)C.CN.C(O)C.C([O-])([O-])=O.[Na+].[Na+].Cl[C:50]1[N:54]=[C:53](Cl)[S:52][N:51]=1.[Na+].[Cl-].[NH:58]1[CH:62]=[CH:61][N:60]=[CH:59]1.[Na].C(OC(C)=O)(C)C. (3) Given the product [CH3:25][C:21]1[N:20]=[C:19]([C:18]2[C:14]([C:11]3[CH:12]=[C:13]4[C:8]([NH:7][CH2:6][C:5](=[O:29])[N:4]4[CH2:3][CH2:2][N:30]4[CH2:34][CH2:33][CH2:32][CH2:31]4)=[CH:9][CH:10]=3)=[C:15]3[CH2:28][CH2:27][CH2:26][N:16]3[N:17]=2)[CH:24]=[CH:23][CH:22]=1, predict the reactants needed to synthesize it. The reactants are: Cl[CH2:2][CH2:3][N:4]1[C:13]2[C:8](=[CH:9][CH:10]=[C:11]([C:14]3[C:18]([C:19]4[CH:24]=[CH:23][CH:22]=[C:21]([CH3:25])[N:20]=4)=[N:17][N:16]4[CH2:26][CH2:27][CH2:28][C:15]=34)[CH:12]=2)[N:7]=[CH:6][C:5]1=[O:29].[NH:30]1[CH2:34][CH2:33][CH2:32][CH2:31]1. (4) The reactants are: Br[C:2]1[CH:3]=[CH:4][C:5]([N+:15]([O-:17])=[O:16])=[C:6]([N:8]2[CH2:13][CH2:12][CH:11]([CH3:14])[CH2:10][CH2:9]2)[CH:7]=1.[CH2:18]([OH:21])[C:19]#[CH:20].C(N(CC)CC)C. Given the product [CH3:14][CH:11]1[CH2:12][CH2:13][N:8]([C:6]2[CH:7]=[C:2]([C:20]#[C:19][CH2:18][OH:21])[CH:3]=[CH:4][C:5]=2[N+:15]([O-:17])=[O:16])[CH2:9][CH2:10]1, predict the reactants needed to synthesize it. (5) Given the product [Br:18][C:9]1[C:2]([Cl:1])=[C:3]([C:6]([F:10])=[CH:7][CH:8]=1)[C:4]#[N:5], predict the reactants needed to synthesize it. The reactants are: [Cl:1][C:2]1[CH:9]=[CH:8][CH:7]=[C:6]([F:10])[C:3]=1[C:4]#[N:5].C1C(=O)N([Br:18])C(=O)C1. (6) Given the product [F:34][C:31]1[C:32]([CH3:33])=[C:27]([C:24]2[CH:23]=[CH:22][C:21]([CH2:20][C@H:19]([NH:18][C:16]([C@H:13]3[CH2:12][CH2:11][C@H:10]([CH2:9][NH:8][C:6](=[O:7])[O:5][C:1]([CH3:2])([CH3:4])[CH3:3])[CH2:15][CH2:14]3)=[O:17])[C:38](=[O:51])[NH:39][C:40]3[CH:45]=[CH:44][C:43]([C:46]4[N:50]=[N:49][NH:48][N:47]=4)=[CH:42][CH:41]=3)=[CH:26][CH:25]=2)[CH:28]=[C:29]([C:35](=[O:36])[NH:55][CH:52]([CH3:54])[CH3:53])[CH:30]=1, predict the reactants needed to synthesize it. The reactants are: [C:1]([O:5][C:6]([NH:8][CH2:9][C@H:10]1[CH2:15][CH2:14][C@H:13]([C:16]([NH:18][C@H:19]([C:38](=[O:51])[NH:39][C:40]2[CH:45]=[CH:44][C:43]([C:46]3[N:47]=[N:48][NH:49][N:50]=3)=[CH:42][CH:41]=2)[CH2:20][C:21]2[CH:26]=[CH:25][C:24]([C:27]3[C:32]([CH3:33])=[C:31]([F:34])[CH:30]=[C:29]([C:35](O)=[O:36])[CH:28]=3)=[CH:23][CH:22]=2)=[O:17])[CH2:12][CH2:11]1)=[O:7])([CH3:4])([CH3:3])[CH3:2].[CH:52]([NH2:55])([CH3:54])[CH3:53].C(N(CC)C(C)C)(C)C.F[P-](F)(F)(F)(F)F.CN(C(N(C)C)=[N+]1C2C(=NC=CC=2)[N+]([O-])=N1)C.Cl. (7) Given the product [Cl:9][C:6]1[CH:5]=[C:4]([N:10]2[CH:14]=[N:13][C:12]([C:15]([N:46]([CH3:45])[CH2:47][C:48]3[CH:53]=[CH:52][CH:51]=[C:50]([C:54]([F:55])([F:56])[F:57])[CH:49]=3)=[O:17])=[N:11]2)[CH:3]=[C:2]([Cl:1])[C:7]=1[OH:8], predict the reactants needed to synthesize it. The reactants are: [Cl:1][C:2]1[CH:3]=[C:4]([N:10]2[CH:14]=[N:13][C:12]([C:15]([OH:17])=O)=[N:11]2)[CH:5]=[C:6]([Cl:9])[C:7]=1[OH:8].C(N(CC)CC)C.Cl.CN(C)CCCN=C=NCC.OC1C=CC=C[N+]=1[O-].[CH3:45][NH:46][CH2:47][C:48]1[CH:53]=[CH:52][CH:51]=[C:50]([C:54]([F:57])([F:56])[F:55])[CH:49]=1.